From a dataset of NCI-60 drug combinations with 297,098 pairs across 59 cell lines. Regression. Given two drug SMILES strings and cell line genomic features, predict the synergy score measuring deviation from expected non-interaction effect. (1) Drug 1: CC1OCC2C(O1)C(C(C(O2)OC3C4COC(=O)C4C(C5=CC6=C(C=C35)OCO6)C7=CC(=C(C(=C7)OC)O)OC)O)O. Drug 2: C1=CN(C(=O)N=C1N)C2C(C(C(O2)CO)O)O.Cl. Cell line: BT-549. Synergy scores: CSS=43.1, Synergy_ZIP=-5.14, Synergy_Bliss=-2.79, Synergy_Loewe=1.13, Synergy_HSA=2.62. (2) Drug 1: C1=C(C(=O)NC(=O)N1)N(CCCl)CCCl. Drug 2: N.N.Cl[Pt+2]Cl. Cell line: HOP-92. Synergy scores: CSS=26.9, Synergy_ZIP=-8.99, Synergy_Bliss=-0.535, Synergy_Loewe=-1.46, Synergy_HSA=0.220. (3) Drug 1: CC1=C(C(=CC=C1)Cl)NC(=O)C2=CN=C(S2)NC3=CC(=NC(=N3)C)N4CCN(CC4)CCO. Drug 2: C1CC(=O)NC(=O)C1N2C(=O)C3=CC=CC=C3C2=O. Cell line: IGROV1. Synergy scores: CSS=-0.0740, Synergy_ZIP=0.614, Synergy_Bliss=2.65, Synergy_Loewe=1.67, Synergy_HSA=0.384. (4) Drug 1: C1C(C(OC1N2C=NC3=C(N=C(N=C32)Cl)N)CO)O. Drug 2: CS(=O)(=O)CCNCC1=CC=C(O1)C2=CC3=C(C=C2)N=CN=C3NC4=CC(=C(C=C4)OCC5=CC(=CC=C5)F)Cl. Cell line: OVCAR3. Synergy scores: CSS=15.5, Synergy_ZIP=-5.23, Synergy_Bliss=-3.62, Synergy_Loewe=-1.25, Synergy_HSA=-0.855. (5) Drug 1: CC1=C2C(C(=O)C3(C(CC4C(C3C(C(C2(C)C)(CC1OC(=O)C(C(C5=CC=CC=C5)NC(=O)C6=CC=CC=C6)O)O)OC(=O)C7=CC=CC=C7)(CO4)OC(=O)C)O)C)OC(=O)C. Drug 2: C1CN(P(=O)(OC1)NCCCl)CCCl. Cell line: HCT116. Synergy scores: CSS=23.3, Synergy_ZIP=-0.351, Synergy_Bliss=-2.98, Synergy_Loewe=-31.4, Synergy_HSA=-3.92. (6) Drug 1: C1=CC(=CC=C1CCC2=CNC3=C2C(=O)NC(=N3)N)C(=O)NC(CCC(=O)O)C(=O)O. Drug 2: CCN(CC)CCNC(=O)C1=C(NC(=C1C)C=C2C3=C(C=CC(=C3)F)NC2=O)C. Cell line: SK-MEL-5. Synergy scores: CSS=2.57, Synergy_ZIP=0.214, Synergy_Bliss=-1.14, Synergy_Loewe=-11.5, Synergy_HSA=-8.17. (7) Drug 1: CC1=C(C=C(C=C1)C(=O)NC2=CC(=CC(=C2)C(F)(F)F)N3C=C(N=C3)C)NC4=NC=CC(=N4)C5=CN=CC=C5. Drug 2: CCCCC(=O)OCC(=O)C1(CC(C2=C(C1)C(=C3C(=C2O)C(=O)C4=C(C3=O)C=CC=C4OC)O)OC5CC(C(C(O5)C)O)NC(=O)C(F)(F)F)O. Cell line: A498. Synergy scores: CSS=34.4, Synergy_ZIP=1.89, Synergy_Bliss=4.65, Synergy_Loewe=-5.94, Synergy_HSA=-0.167.